From a dataset of Full USPTO retrosynthesis dataset with 1.9M reactions from patents (1976-2016). Predict the reactants needed to synthesize the given product. Given the product [C:1]([C:5]1[N:14]=[C:13]([N:15]2[CH2:20][CH2:19][N:18]([CH2:21][CH2:22][CH2:23][CH2:24][NH:25][C:31]([N:47]3[CH2:48][CH2:49][N:44]([C:38]4[CH:43]=[CH:42][CH:41]=[CH:40][CH:39]=4)[CH2:45][CH2:46]3)=[O:32])[CH2:17][CH2:16]2)[C:12]2[C:7](=[CH:8][CH:9]=[CH:10][CH:11]=2)[N:6]=1)([CH3:4])([CH3:2])[CH3:3], predict the reactants needed to synthesize it. The reactants are: [C:1]([C:5]1[N:14]=[C:13]([N:15]2[CH2:20][CH2:19][N:18]([CH2:21][CH2:22][CH2:23][CH2:24][NH2:25])[CH2:17][CH2:16]2)[C:12]2[C:7](=[CH:8][CH:9]=[CH:10][CH:11]=2)[N:6]=1)([CH3:4])([CH3:3])[CH3:2].C1N=CN([C:31](N2C=NC=C2)=[O:32])C=1.[C:38]1([N:44]2[CH2:49][CH2:48][NH:47][CH2:46][CH2:45]2)[CH:43]=[CH:42][CH:41]=[CH:40][CH:39]=1.